Dataset: Catalyst prediction with 721,799 reactions and 888 catalyst types from USPTO. Task: Predict which catalyst facilitates the given reaction. (1) Reactant: [CH3:1][O:2][CH:3]1[CH2:8][NH:7][CH2:6][CH:5]([C:9]([O:11][CH3:12])=[O:10])[CH2:4]1.[F:13][C:14]1[CH:21]=[CH:20][CH:19]=[C:18]([O:22][CH3:23])[C:15]=1[CH:16]=O.C(O[BH-](OC(=O)C)OC(=O)C)(=O)C.[Na+]. Product: [F:13][C:14]1[CH:21]=[CH:20][CH:19]=[C:18]([O:22][CH3:23])[C:15]=1[CH2:16][N:7]1[CH2:8][CH:3]([O:2][CH3:1])[CH2:4][CH:5]([C:9]([O:11][CH3:12])=[O:10])[CH2:6]1. The catalyst class is: 322. (2) Reactant: Br[C:2]1[C:3]([F:23])=[C:4]([CH:20]=[CH:21][CH:22]=1)[O:5][CH2:6][CH:7]1[CH2:12][CH2:11][N:10]([CH2:13][C:14]([CH2:18][CH3:19])([F:17])[CH2:15][CH3:16])[CH2:9][CH2:8]1.[F:24][C:25]1[CH:30]=[C:29]([C:31]([O:33][CH3:34])=[O:32])[CH:28]=[CH:27][C:26]=1B(O)O.[C:38]([O-])([O-])=O.[Cs+].[Cs+]. Product: [CH2:15]([C:14]([F:17])([CH2:18][CH3:19])[CH2:13][N:10]1[CH2:11][CH2:12][CH:7]([CH2:6][O:5][C:4]2[CH:20]=[CH:21][C:22]([C:26]3[CH:27]=[CH:28][C:29]([C:31]([O:33][CH2:34][CH3:38])=[O:32])=[CH:30][C:25]=3[F:24])=[CH:2][C:3]=2[F:23])[CH2:8][CH2:9]1)[CH3:16]. The catalyst class is: 263. (3) Reactant: [C:1]([NH:8][C@H:9]([C:13]([OH:15])=O)[CH:10]([CH3:12])[CH3:11])([O:3][C:4]([CH3:7])([CH3:6])[CH3:5])=[O:2].C1CCC(N=C=NC2CCCCC2)CC1.Cl.Cl.[NH2:33][C:34]1[NH:35][C:36]2[NH:37][CH2:38][CH:39]([CH:45]([OH:49])[CH:46]([OH:48])[CH3:47])[NH:40][C:41]=2[C:42](=[O:44])[N:43]=1. Product: [C:4]([O:3][C:1](=[O:2])[NH:8][CH:9]([C:13]([N:40]1[CH:39]([CH:45]([OH:49])[CH:46]([OH:48])[CH3:47])[CH2:38][NH:37][C:36]2[NH:35][C:34]([NH2:33])=[N:43][C:42](=[O:44])[C:41]1=2)=[O:15])[CH:10]([CH3:11])[CH3:12])([CH3:5])([CH3:6])[CH3:7]. The catalyst class is: 202.